This data is from Forward reaction prediction with 1.9M reactions from USPTO patents (1976-2016). The task is: Predict the product of the given reaction. (1) Given the reactants [Br:1][C:2]1[C:10]2[N:9]=[C:8]([CH3:11])[NH:7][C:6]=2[CH:5]=[C:4]([Cl:12])[CH:3]=1.CC1C=CC(S(O)(=O)=O)=CC=1.O.[O:25]1[CH:30]=[CH:29][CH2:28][CH2:27][CH2:26]1, predict the reaction product. The product is: [Br:1][C:2]1[C:10]2[N:9]=[C:8]([CH3:11])[N:7]([CH:26]3[CH2:27][CH2:28][CH2:29][CH2:30][O:25]3)[C:6]=2[CH:5]=[C:4]([Cl:12])[CH:3]=1. (2) The product is: [S:1]1[CH:5]=[CH:4][C:3]([CH2:6][C:7]([OH:9])=[O:8])=[C:2]1[C:12]1[S:13][CH:14]=[CH:15][CH:16]=1. Given the reactants [S:1]1[CH:5]=[CH:4][C:3]([CH2:6][C:7]([O:9]CC)=[O:8])=[C:2]1[C:12]1[S:13][CH:14]=[CH:15][CH:16]=1.[OH-].[Na+], predict the reaction product. (3) Given the reactants [Cl:1][C:2]1[C:3]([F:31])=[C:4]([CH:8]2[C:12]([C:15]3[CH:20]=[CH:19][C:18]([Cl:21])=[CH:17][C:16]=3[F:22])([C:13]#[N:14])[CH:11]([CH2:23][C:24]([CH3:27])([CH3:26])[CH3:25])[NH:10][CH:9]2[C:28](O)=[O:29])[CH:5]=[CH:6][CH:7]=1.Cl.[CH3:33][O:34][C:35]([C:37]1([NH2:40])[CH2:39][CH2:38]1)=[O:36].CN(C(ON1N=NC2C=CC=NC1=2)=[N+](C)C)C.F[P-](F)(F)(F)(F)F.CCN(C(C)C)C(C)C, predict the reaction product. The product is: [CH3:33][O:34][C:35]([C:37]1([NH:40][C:28]([C@H:9]2[C@H:8]([C:4]3[CH:5]=[CH:6][CH:7]=[C:2]([Cl:1])[C:3]=3[F:31])[C@:12]([C:15]3[CH:20]=[CH:19][C:18]([Cl:21])=[CH:17][C:16]=3[F:22])([C:13]#[N:14])[C@H:11]([CH2:23][C:24]([CH3:27])([CH3:26])[CH3:25])[NH:10]2)=[O:29])[CH2:39][CH2:38]1)=[O:36]. (4) Given the reactants [ClH:1].[CH2:2]1[O:10][C:9]2[CH:8]=[CH:7][C:6]([C@@H:11]3[C:16]4[NH:17][C:18]5[C:23]([C:15]=4[CH2:14][C@H:13]([C:24]([OH:26])=[O:25])[NH:12]3)=[CH:22][CH:21]=[CH:20][CH:19]=5)=[CH:5][C:4]=2[O:3]1.Cl.[CH2:28](O)[CH3:29], predict the reaction product. The product is: [ClH:1].[CH2:2]1[O:10][C:9]2[CH:8]=[CH:7][C:6]([C@@H:11]3[C:16]4[NH:17][C:18]5[C:23]([C:15]=4[CH2:14][C@H:13]([C:24]([O:26][CH2:28][CH3:29])=[O:25])[NH:12]3)=[CH:22][CH:21]=[CH:20][CH:19]=5)=[CH:5][C:4]=2[O:3]1. (5) The product is: [CH3:1][O:2][C:3]([C:5]1[N:6]([CH2:23][C:24]2[CH:25]=[CH:26][C:27]([N:30]([S:39]([CH3:38])(=[O:41])=[O:40])[S:39]([CH3:38])(=[O:41])=[O:40])=[CH:28][CH:29]=2)[C:7](=[O:22])[C:8]2[C:13]([C:14]=1[C:15]1[CH:16]=[CH:17][CH:18]=[CH:19][CH:20]=1)=[CH:12][C:11]([Br:21])=[CH:10][CH:9]=2)=[O:4]. Given the reactants [CH3:1][O:2][C:3]([C:5]1[N:6]([CH2:23][C:24]2[CH:29]=[CH:28][C:27]([NH2:30])=[CH:26][CH:25]=2)[C:7](=[O:22])[C:8]2[C:13]([C:14]=1[C:15]1[CH:20]=[CH:19][CH:18]=[CH:17][CH:16]=1)=[CH:12][C:11]([Br:21])=[CH:10][CH:9]=2)=[O:4].C(N(CC)CC)C.[CH3:38][S:39](Cl)(=[O:41])=[O:40], predict the reaction product. (6) Given the reactants [CH3:1][C@H:2]1[C@H:6]([C:7]2[S:8][CH:9]=[CH:10][N:11]=2)[O:5][C:4](=[O:12])[NH:3]1.[H-].[Na+].[Cl:15][C:16]1[CH:21]=[C:20](Cl)[N:19]=[C:18]([N:23]2[CH2:28][CH2:27][O:26][CH2:25][CH2:24]2)[N:17]=1, predict the reaction product. The product is: [Cl:15][C:16]1[N:17]=[C:18]([N:23]2[CH2:28][CH2:27][O:26][CH2:25][CH2:24]2)[N:19]=[C:20]([N:3]2[C@@H:2]([CH3:1])[C@H:6]([C:7]3[S:8][CH:9]=[CH:10][N:11]=3)[O:5][C:4]2=[O:12])[CH:21]=1. (7) Given the reactants [CH3:1][C:2]1([CH3:10])[O:7][C:6](=[O:8])[CH2:5][C:4](=[O:9])[O:3]1.[C:11]1([C:17]2([CH2:22][CH2:23][CH2:24][C:25](Cl)=[O:26])[O:21][CH2:20][CH2:19][O:18]2)[CH:16]=[CH:15][CH:14]=[CH:13][CH:12]=1, predict the reaction product. The product is: [CH3:1][C:2]1([CH3:10])[O:7][C:6](=[O:8])[CH:5]([C:25](=[O:26])[CH2:24][CH2:23][CH2:22][C:17]2([C:11]3[CH:12]=[CH:13][CH:14]=[CH:15][CH:16]=3)[O:18][CH2:19][CH2:20][O:21]2)[C:4](=[O:9])[O:3]1.